Dataset: Full USPTO retrosynthesis dataset with 1.9M reactions from patents (1976-2016). Task: Predict the reactants needed to synthesize the given product. (1) Given the product [C:30]([O:29][C:27](=[O:28])[NH:26][C@H:21]([C:20](=[O:34])[NH:19][C@H:15]1[CH2:14][CH2:13][C@@H:12]([CH3:35])[NH:11][CH2:17][C@@H:16]1[OH:18])[CH2:22][CH:23]([CH3:25])[CH3:24])([CH3:32])([CH3:33])[CH3:31], predict the reactants needed to synthesize it. The reactants are: C(OC([N:11]1[CH2:17][C@H:16]([OH:18])[C@@H:15]([NH:19][C:20](=[O:34])[C@@H:21]([NH:26][C:27]([O:29][C:30]([CH3:33])([CH3:32])[CH3:31])=[O:28])[CH2:22][CH:23]([CH3:25])[CH3:24])[CH2:14][CH2:13][C@H:12]1[CH3:35])=O)C1C=CC=CC=1.CO.[H][H]. (2) Given the product [C:15]([C:3]1[C:4]([NH:7][C:8]2[CH:13]=[CH:12][CH:11]=[C:10]([Cl:14])[CH:9]=2)=[N:5][NH:6][C:2]=1[N:1]=[CH:33][CH:29]1[CH2:30][CH2:31][CH2:32][N:28]1[C:26]([O:25][CH2:18][C:19]1[CH:24]=[CH:23][CH:22]=[CH:21][CH:20]=1)=[O:27])(=[O:16])[NH2:17], predict the reactants needed to synthesize it. The reactants are: [NH2:1][C:2]1[NH:6][N:5]=[C:4]([NH:7][C:8]2[CH:13]=[CH:12][CH:11]=[C:10]([Cl:14])[CH:9]=2)[C:3]=1[C:15]([NH2:17])=[O:16].[CH2:18]([O:25][C:26]([N:28]1[CH2:32][CH2:31][CH2:30][CH:29]1[CH:33]=O)=[O:27])[C:19]1[CH:24]=[CH:23][CH:22]=[CH:21][CH:20]=1. (3) Given the product [F:20][C:21]1[CH:22]=[C:23]2[C:24](=[CH:25][CH:26]=1)[C:6]([C:10]([OH:12])=[O:11])=[CH:7][CH:8]=[CH:9]2, predict the reactants needed to synthesize it. The reactants are: [Cl-].[Al+3].[Cl-].[Cl-].O1[CH:9]=[CH:8][CH:7]=[C:6]1[C:10]([OH:12])=[O:11].C1(C)C=CC=CC=1.[F:20][C:21]1[CH:26]=[CH:25][CH:24]=[CH:23][CH:22]=1.